Dataset: Reaction yield outcomes from USPTO patents with 853,638 reactions. Task: Predict the reaction yield, written as a fraction of the theoretical maximum amount of product (1.0 means a 100% yield; for example, 0.34 means a 34% yield). The reactants are [Cl:1][C:2]1[CH:3]=[C:4]([C:9](=O)[C:10]([F:13])([F:12])[F:11])[CH:5]=[C:6]([Cl:8])[CH:7]=1.[C:15]([O:19][C:20]([N:22]1[CH2:25][C:24]([C:27]2[CH:32]=[CH:31][C:30]([C:33](=[O:35])[CH3:34])=[CH:29][CH:28]=2)([F:26])[CH2:23]1)=[O:21])([CH3:18])([CH3:17])[CH3:16].C([O-])([O-])=O.[Cs+].[Cs+]. The product is [Cl:1][C:2]1[CH:3]=[C:4](/[C:9](/[C:10]([F:13])([F:12])[F:11])=[CH:34]/[C:33]([C:30]2[CH:29]=[CH:28][C:27]([C:24]3([F:26])[CH2:25][N:22]([C:20]([O:19][C:15]([CH3:18])([CH3:17])[CH3:16])=[O:21])[CH2:23]3)=[CH:32][CH:31]=2)=[O:35])[CH:5]=[C:6]([Cl:8])[CH:7]=1. The catalyst is C1(C)C=CC=CC=1. The yield is 0.487.